From a dataset of hERG Central: cardiac toxicity at 1µM, 10µM, and general inhibition. Predict hERG channel inhibition at various concentrations. The drug is O=C(CSc1nc(=O)n(CCN2CCOCC2)c2c1CCC2)Nc1ccc(OC(F)(F)F)cc1. Results: hERG_inhib (hERG inhibition (general)): blocker.